This data is from Full USPTO retrosynthesis dataset with 1.9M reactions from patents (1976-2016). The task is: Predict the reactants needed to synthesize the given product. (1) Given the product [Cl:22][C:17]1[CH:16]=[C:15]([S:12]([NH:11][C:10]2[C:5]([C:3]([OH:4])=[O:2])=[N:6][CH:7]=[CH:8][N:9]=2)(=[O:14])=[O:13])[CH:20]=[CH:19][C:18]=1[Cl:21], predict the reactants needed to synthesize it. The reactants are: C[O:2][C:3]([C:5]1[C:10]([NH:11][S:12]([C:15]2[CH:20]=[CH:19][C:18]([Cl:21])=[C:17]([Cl:22])[CH:16]=2)(=[O:14])=[O:13])=[N:9][CH:8]=[CH:7][N:6]=1)=[O:4].[OH-].[Na+]. (2) Given the product [Cl:2][C:3]1[CH:4]=[C:5]([CH:25]=[CH:26][C:27]=1[O:28][CH2:30][C:31]1[CH:35]=[CH:34][O:33][N:32]=1)[NH:6][C:7]1[C:16]2[C:11](=[CH:12][CH:13]=[CH:14][C:15]=2[O:17][CH:18]2[CH2:23][CH2:22][N:21]([CH3:24])[CH2:20][CH2:19]2)[N:10]=[CH:9][N:8]=1, predict the reactants needed to synthesize it. The reactants are: Cl.[Cl:2][C:3]1[CH:4]=[C:5]([CH:25]=[CH:26][C:27]=1[OH:28])[NH:6][C:7]1[C:16]2[C:11](=[CH:12][CH:13]=[CH:14][C:15]=2[O:17][CH:18]2[CH2:23][CH2:22][N:21]([CH3:24])[CH2:20][CH2:19]2)[N:10]=[CH:9][N:8]=1.Cl[CH2:30][C:31]1[CH:35]=[CH:34][O:33][N:32]=1.